Predict the reaction yield, written as a fraction of the theoretical maximum amount of product (1.0 means a 100% yield; for example, 0.34 means a 34% yield). From a dataset of Reaction yield outcomes from USPTO patents with 853,638 reactions. The reactants are [CH:1]1([CH2:8][C:9]([OH:11])=O)[CH2:7][CH2:6][CH2:5][CH2:4][CH2:3][CH2:2]1.CN(C(ON1N=NC2C=CC=CC1=2)=[N+](C)C)C.[B-](F)(F)(F)F.CCN(C(C)C)C(C)C.[Cl-].[Cl-].[NH2+:45]1[CH2:50][CH2:49][CH:48]([C:51]2[O:55][N:54]=[C:53]([C:56]3[CH:65]=[CH:64][C:63]4[C:58](=[CH:59][CH:60]=[CH:61][CH:62]=4)[NH+:57]=3)[N:52]=2)[CH2:47][CH2:46]1. The catalyst is CN(C=O)C.C(Cl)Cl. The product is [CH:1]1([CH2:8][C:9]([N:45]2[CH2:50][CH2:49][CH:48]([C:51]3[O:55][N:54]=[C:53]([C:56]4[CH:65]=[CH:64][C:63]5[C:58](=[CH:59][CH:60]=[CH:61][CH:62]=5)[N:57]=4)[N:52]=3)[CH2:47][CH2:46]2)=[O:11])[CH2:2][CH2:3][CH2:4][CH2:5][CH2:6][CH2:7]1. The yield is 0.790.